From a dataset of Full USPTO retrosynthesis dataset with 1.9M reactions from patents (1976-2016). Predict the reactants needed to synthesize the given product. (1) Given the product [OH:27][CH:26]([C:25]1[CH:28]=[CH:29][CH:30]=[C:23]([N+:20]([O-:22])=[O:21])[CH:24]=1)[C:8]1[CH:9]=[CH:10][C:5]([C:4]([N:3]([CH2:13][CH3:14])[CH2:1][CH3:2])=[O:12])=[CH:6][CH:7]=1, predict the reactants needed to synthesize it. The reactants are: [CH2:1]([N:3]([CH2:13][CH3:14])[C:4](=[O:12])[C:5]1[CH:10]=[CH:9][C:8](I)=[CH:7][CH:6]=1)[CH3:2].[Li]CCCC.[N+:20]([C:23]1[CH:24]=[C:25]([CH:28]=[CH:29][CH:30]=1)[CH:26]=[O:27])([O-:22])=[O:21].[NH4+].[Cl-]. (2) Given the product [CH3:37][C:35]([Si:38]([C:45]1[CH:50]=[CH:49][CH:48]=[CH:47][CH:46]=1)([C:39]1[CH:40]=[CH:41][CH:42]=[CH:43][CH:44]=1)[O:22][C:21]1[C:4]2[N:3]=[C:2]([CH3:1])[N:6]([CH2:7][C:8]3[C:17]4[C:12](=[CH:13][CH:14]=[CH:15][CH:16]=4)[CH:11]=[CH:10][CH:9]=3)[C:5]=2[CH:18]=[C:19]([N:23]2[CH2:28][CH2:27][O:26][CH2:25][CH2:24]2)[CH:20]=1)([CH3:34])[CH3:36], predict the reactants needed to synthesize it. The reactants are: [CH3:1][C:2]1[N:6]([CH2:7][C:8]2[C:17]3[C:12](=[CH:13][CH:14]=[CH:15][CH:16]=3)[CH:11]=[CH:10][CH:9]=2)[C:5]2[CH:18]=[C:19]([N:23]3[CH2:28][CH2:27][O:26][CH2:25][CH2:24]3)[CH:20]=[C:21]([OH:22])[C:4]=2[N:3]=1.N1C=CN=C1.[CH3:34][C:35]([Si:38](Cl)([C:45]1[CH:50]=[CH:49][CH:48]=[CH:47][CH:46]=1)[C:39]1[CH:44]=[CH:43][CH:42]=[CH:41][CH:40]=1)([CH3:37])[CH3:36]. (3) Given the product [Cl:1][C:2]1[CH:3]=[C:4]([CH:16]=[CH:17][CH:18]=1)[O:5][CH2:6][C:7]([NH:9][CH:10]1[CH2:15][CH2:14][N:13]([CH2:19][C:21]2[CH:25]=[CH:24][N:23]([C:26]3[CH:33]=[CH:32][C:29]([C:30]#[N:31])=[CH:28][CH:27]=3)[CH:22]=2)[CH2:12][CH2:11]1)=[O:8], predict the reactants needed to synthesize it. The reactants are: [Cl:1][C:2]1[CH:3]=[C:4]([CH:16]=[CH:17][CH:18]=1)[O:5][CH2:6][C:7]([NH:9][CH:10]1[CH2:15][CH2:14][NH:13][CH2:12][CH2:11]1)=[O:8].[CH:19]([C:21]1[CH:25]=[CH:24][N:23]([C:26]2[CH:33]=[CH:32][C:29]([C:30]#[N:31])=[CH:28][CH:27]=2)[CH:22]=1)=O. (4) Given the product [CH2:1]=[C:8]1[CH2:13][CH2:12][N:11]([C:14]([O:16][C:17]([CH3:20])([CH3:19])[CH3:18])=[O:15])[CH2:10][CH2:9]1, predict the reactants needed to synthesize it. The reactants are: [CH3:1]C([O-])(C)C.[K+].O=[C:8]1[CH2:13][CH2:12][N:11]([C:14]([O:16][C:17]([CH3:20])([CH3:19])[CH3:18])=[O:15])[CH2:10][CH2:9]1.[NH4+].[Cl-].